From a dataset of Reaction yield outcomes from USPTO patents with 853,638 reactions. Predict the reaction yield, written as a fraction of the theoretical maximum amount of product (1.0 means a 100% yield; for example, 0.34 means a 34% yield). (1) The reactants are Br[CH2:2][CH2:3][CH2:4][O:5][C:6]1[C:11]([I:12])=[CH:10][C:9]([F:13])=[CH:8][C:7]=1[F:14].[F:15][C:16]1[CH:21]=[C:20]([CH3:22])[C:19]([OH:23])=[C:18]([I:24])[CH:17]=1.C(=O)([O-])[O-].[K+].[K+].CC(C)=O. The catalyst is C(#N)C. The product is [F:14][C:7]1[CH:8]=[C:9]([F:13])[CH:10]=[C:11]([I:12])[C:6]=1[O:5][CH2:4][CH2:3][CH2:2][O:23][C:19]1[C:20]([CH3:22])=[CH:21][C:16]([F:15])=[CH:17][C:18]=1[I:24]. The yield is 0.769. (2) The reactants are [C:1]([O:5][C:6]([N:8]([CH2:16][CH2:17][C:18]#[N:19])[C:9]([CH3:15])([C:11]([O:13]C)=O)[CH3:10])=[O:7])([CH3:4])([CH3:3])[CH3:2].[H-].[Na+].C(Cl)Cl.CCO. The product is [C:18]([C:17]1[CH2:16][N:8]([C:6]([O:5][C:1]([CH3:2])([CH3:3])[CH3:4])=[O:7])[C:9]([CH3:10])([CH3:15])[C:11]=1[OH:13])#[N:19]. The yield is 0.850. The catalyst is O1CCOCC1.